This data is from Full USPTO retrosynthesis dataset with 1.9M reactions from patents (1976-2016). The task is: Predict the reactants needed to synthesize the given product. (1) Given the product [N+:8]([CH2:11][C:4]1([OH:7])[CH2:5][CH2:6][O:1][CH2:2][CH2:3]1)([O-:10])=[O:9], predict the reactants needed to synthesize it. The reactants are: [O:1]1[CH2:6][CH2:5][C:4](=[O:7])[CH2:3][CH2:2]1.[N+:8]([CH3:11])([O-:10])=[O:9].[O-]CC.[Na+].O. (2) Given the product [CH:28]1([C:26]([NH:25][C@@H:24]2[C@H:20]3[O:19][CH2:18][C@H:17]([NH:16][C:13]([C:3]4[CH:4]=[N:5][N:6]([C:7]5[CH:8]=[CH:9][CH:10]=[CH:11][CH:12]=5)[C:2]=4[CH3:1])=[O:15])[C@H:21]3[O:22][CH2:23]2)=[O:27])[CH2:29][CH2:30]1, predict the reactants needed to synthesize it. The reactants are: [CH3:1][C:2]1[N:6]([C:7]2[CH:12]=[CH:11][CH:10]=[CH:9][CH:8]=2)[N:5]=[CH:4][C:3]=1[C:13]([OH:15])=O.[NH2:16][C@@H:17]1[C@H:21]2[O:22][CH2:23][C@H:24]([NH:25][C:26]([CH:28]3[CH2:30][CH2:29]3)=[O:27])[C@H:20]2[O:19][CH2:18]1.